This data is from Peptide-MHC class II binding affinity with 134,281 pairs from IEDB. The task is: Regression. Given a peptide amino acid sequence and an MHC pseudo amino acid sequence, predict their binding affinity value. This is MHC class II binding data. (1) The MHC is DRB1_0405 with pseudo-sequence DRB1_0405. The peptide sequence is DESIFINKLNGAMVE. The binding affinity (normalized) is 0.580. (2) The peptide sequence is LVPEDPEDSALL. The MHC is DRB1_0701 with pseudo-sequence DRB1_0701. The binding affinity (normalized) is 0. (3) The peptide sequence is DGLVRDANNYEQQEQ. The MHC is DRB1_1201 with pseudo-sequence DRB1_1201. The binding affinity (normalized) is 0.129. (4) The peptide sequence is YSINNVMDEIDFFEK. The MHC is HLA-DQA10301-DQB10302 with pseudo-sequence HLA-DQA10301-DQB10302. The binding affinity (normalized) is 0.567.